Dataset: HIV replication inhibition screening data with 41,000+ compounds from the AIDS Antiviral Screen. Task: Binary Classification. Given a drug SMILES string, predict its activity (active/inactive) in a high-throughput screening assay against a specified biological target. (1) The drug is Cc1c(C2(c3cc(C(C)C)c(O)c(Br)c3C)OS(=O)(=O)c3ccccc32)cc(C(C)C)c(O)c1Br. The result is 1 (active). (2) The compound is CC(=O)Nc1[nH]c(C#N)nc1C#N. The result is 0 (inactive). (3) The result is 0 (inactive). The molecule is CCOC(=O)C1ON2OC(OC3CCCCC3c3ccccc3)CC3OC(=O)C1C32. (4) The molecule is Cn1c(=O)c2nc(-c3ccccc3)nnc2n(CCO)c1=O. The result is 0 (inactive). (5) The drug is O=Cc1c(O)nc(O)nc1C(=O)O. The result is 0 (inactive). (6) The result is 0 (inactive). The molecule is CNC(c1ccncc1)C(NC)c1ccncc1. (7) The molecule is O=C1CSC(=Nc2ccc(F)cc2F)N1Cc1cccs1. The result is 0 (inactive).